Dataset: Full USPTO retrosynthesis dataset with 1.9M reactions from patents (1976-2016). Task: Predict the reactants needed to synthesize the given product. (1) Given the product [C:37]([O:36][C:34]([N:9]1[CH2:8][CH:7]2[N:26]([C:27]([O:29][C:30]([CH3:33])([CH3:32])[CH3:31])=[O:28])[CH:11]([CH2:12][C:13]([C:14]3[CH:19]=[CH:18][CH:17]=[C:16]([O:20][CH2:21][CH2:22][CH2:23][CH2:24][O:25][Si:53]([C:50]([CH3:52])([CH3:51])[CH3:49])([CH3:55])[CH3:54])[CH:15]=3)=[C:6]2[C:4]([OH:3])=[O:5])[CH2:10]1)=[O:35])([CH3:38])([CH3:39])[CH3:40], predict the reactants needed to synthesize it. The reactants are: C([O:3][C:4]([C:6]1[CH:7]2[N:26]([C:27]([O:29][C:30]([CH3:33])([CH3:32])[CH3:31])=[O:28])[CH:11]([CH2:12][C:13]=1[C:14]1[CH:19]=[CH:18][CH:17]=[C:16]([O:20][CH2:21][CH2:22][CH2:23][CH2:24][OH:25])[CH:15]=1)[CH2:10][N:9]([C:34]([O:36][C:37]([CH3:40])([CH3:39])[CH3:38])=[O:35])[CH2:8]2)=[O:5])C.[OH-].[Na+].Cl.N1C=CN=C1.[CH3:49][C:50]([Si:53](Cl)([CH3:55])[CH3:54])([CH3:52])[CH3:51].[NH4+].[Cl-]. (2) The reactants are: [CH2:1]([O:8][C:9]([N:11]1[CH2:20][CH2:19][C:18]2[C:13](=[CH:14][C:15]([C:33]([OH:35])=O)=[C:16]([C:21]3[N:22]([CH3:32])[C:23]([CH3:31])=[C:24]([C:26]([O:28][CH2:29][CH3:30])=[O:27])[CH:25]=3)[CH:17]=2)[CH2:12]1)=[O:10])[C:2]1[CH:7]=[CH:6][CH:5]=[CH:4][CH:3]=1.[CH2:36]1[C:45]2[C:40](=[CH:41][CH:42]=[CH:43][CH:44]=2)[CH2:39][C@@H:38]([CH2:46][N:47]2[CH2:52][CH2:51][O:50][CH2:49][CH2:48]2)[NH:37]1.C(N(CC)CC)C.C(N=C=NCCCN(C)C)C.OC1C2N=NNC=2C=CC=1. Given the product [CH2:29]([O:28][C:26]([C:24]1[CH:25]=[C:21]([C:16]2[CH:17]=[C:18]3[C:13](=[CH:14][C:15]=2[C:33]([N:37]2[C@H:38]([CH2:46][N:47]4[CH2:52][CH2:51][O:50][CH2:49][CH2:48]4)[CH2:39][C:40]4[C:45](=[CH:44][CH:43]=[CH:42][CH:41]=4)[CH2:36]2)=[O:35])[CH2:12][N:11]([C:9]([O:8][CH2:1][C:2]2[CH:3]=[CH:4][CH:5]=[CH:6][CH:7]=2)=[O:10])[CH2:20][CH2:19]3)[N:22]([CH3:32])[C:23]=1[CH3:31])=[O:27])[CH3:30], predict the reactants needed to synthesize it. (3) Given the product [CH2:1]([C:4]1([C:23]([O:25][CH3:26])=[O:24])[NH:9][C:8](=[O:10])[C:7]2[S:11][C:12]([N:75]3[CH2:80][CH2:79][O:78][CH2:77][CH2:76]3)=[CH:13][C:6]=2[CH:5]1[C:15]1[CH:20]=[CH:19][C:18]([Cl:21])=[C:17]([Cl:22])[CH:16]=1)[CH:2]=[CH2:3], predict the reactants needed to synthesize it. The reactants are: [CH2:1]([C:4]1([C:23]([O:25][CH3:26])=[O:24])[NH:9][C:8](=[O:10])[C:7]2[S:11][C:12](Br)=[CH:13][C:6]=2[CH:5]1[C:15]1[CH:20]=[CH:19][C:18]([Cl:21])=[C:17]([Cl:22])[CH:16]=1)[CH:2]=[CH2:3].C1(P(C2C=CC=CC=2)C2C3OC4C(=CC=CC=4P(C4C=CC=CC=4)C4C=CC=CC=4)C(C)(C)C=3C=CC=2)C=CC=CC=1.C(=O)([O-])[O-].[Cs+].[Cs+].[NH:75]1[CH2:80][CH2:79][O:78][CH2:77][CH2:76]1. (4) Given the product [CH3:10][C:9]1[C:4]([N:1]2[CH:22]=[C:21]([CH3:26])[N:3]=[N:2]2)=[N:5][C:6]2[N:7]([N:11]=[CH:12][C:13]=2[C:14]([O:16][C:17]([CH3:20])([CH3:19])[CH3:18])=[O:15])[CH:8]=1, predict the reactants needed to synthesize it. The reactants are: [N:1]([C:4]1[C:9]([CH3:10])=[CH:8][N:7]2[N:11]=[CH:12][C:13]([C:14]([O:16][C:17]([CH3:20])([CH3:19])[CH3:18])=[O:15])=[C:6]2[N:5]=1)=[N+:2]=[N-:3].[C:21]1(P(C2C=CC=CC=2)(C2C=CC=CC=2)=C(C)C=O)[CH:26]=CC=C[CH:22]=1. (5) The reactants are: [OH:1][CH2:2][C:3]1O[CH:5]=[C:6]([O:10][CH2:11][C:12]2[CH:17]=[CH:16][C:15]([O:18][CH3:19])=[CH:14][CH:13]=2)[C:7](=[O:9])[CH:8]=1.[NH4+:20]. Given the product [OH:1][CH2:2][C:3]1[NH:20][CH:5]=[C:6]([O:10][CH2:11][C:12]2[CH:17]=[CH:16][C:15]([O:18][CH3:19])=[CH:14][CH:13]=2)[C:7](=[O:9])[CH:8]=1, predict the reactants needed to synthesize it. (6) Given the product [C:55]1([C@@H:54]([NH:61][C:43]([C:42]2[CH:47]=[CH:48][CH:49]=[C:40]([C:9]3[C:10]4[C:15](=[CH:14][CH:13]=[C:12]([C:16]5[N:20]=[CH:19][N:18]([C:21]([C:22]6[CH:23]=[CH:24][CH:25]=[CH:26][CH:27]=6)([C:28]6[CH:33]=[CH:32][CH:31]=[CH:30][CH:29]=6)[C:34]6[CH:39]=[CH:38][CH:37]=[CH:36][CH:35]=6)[N:17]=5)[CH:11]=4)[N:7]([CH:2]4[CH2:3][CH2:4][CH2:5][CH2:6][O:1]4)[N:8]=3)[CH:41]=2)=[O:45])[CH3:53])[CH:60]=[CH:59][CH:58]=[CH:57][CH:56]=1, predict the reactants needed to synthesize it. The reactants are: [O:1]1[CH2:6][CH2:5][CH2:4][CH2:3][CH:2]1[N:7]1[C:15]2[C:10](=[CH:11][C:12]([C:16]3[N:20]=[CH:19][N:18]([C:21]([C:34]4[CH:39]=[CH:38][CH:37]=[CH:36][CH:35]=4)([C:28]4[CH:33]=[CH:32][CH:31]=[CH:30][CH:29]=4)[C:22]4[CH:27]=[CH:26][CH:25]=[CH:24][CH:23]=4)[N:17]=3)=[CH:13][CH:14]=2)[C:9]([C:40]2[CH:41]=[C:42]([CH:47]=[CH:48][CH:49]=2)[C:43]([O:45]C)=O)=[N:8]1.O.[OH-].[Li+].[CH3:53][C@H:54]([NH2:61])[C:55]1[CH:60]=[CH:59][CH:58]=[CH:57][CH:56]=1.O.ON1C2C=CC=CC=2N=N1.Cl.CN(C)CCCN=C=NCC. (7) Given the product [F:39][C:34]1[CH:33]=[C:32]([CH2:31][CH:30]([N:16]2[C:17](=[O:29])[C:18]3[C:24]([C:25]([F:26])([F:27])[F:28])=[N:23][CH:22]=[CH:21][C:19]=3[NH:20][CH:15]2[C:10]2[C:9]([OH:8])=[CH:14][CH:13]=[CH:12][N:11]=2)[CH3:40])[CH:37]=[CH:36][C:35]=1[F:38], predict the reactants needed to synthesize it. The reactants are: C([O:8][C:9]1[C:10]([CH:15]2[NH:20][C:19]3[CH:21]=[CH:22][N:23]=[C:24]([C:25]([F:28])([F:27])[F:26])[C:18]=3[C:17](=[O:29])[N:16]2[CH:30]([CH3:40])[CH2:31][C:32]2[CH:37]=[CH:36][C:35]([F:38])=[C:34]([F:39])[CH:33]=2)=[N:11][CH:12]=[CH:13][CH:14]=1)C1C=CC=CC=1.